Dataset: Forward reaction prediction with 1.9M reactions from USPTO patents (1976-2016). Task: Predict the product of the given reaction. (1) Given the reactants [C:1]([C:3]1[CH:8]=[CH:7][C:6]([NH:9][C:10](=O)[C:11]2[CH:16]=[CH:15][C:14]([CH3:17])=[CH:13][CH:12]=2)=[CH:5][CH:4]=1)#[N:2].COC1C=CC(P2(SP(C3C=CC(OC)=CC=3)(=S)S2)=[S:28])=CC=1, predict the reaction product. The product is: [C:1]([C:3]1[CH:8]=[CH:7][C:6]([NH:9][C:10](=[S:28])[C:11]2[CH:16]=[CH:15][C:14]([CH3:17])=[CH:13][CH:12]=2)=[CH:5][CH:4]=1)#[N:2]. (2) Given the reactants [CH3:1][C:2]1[O:6][C:5]([C:7]2[CH:12]=[CH:11][C:10](B3OC(C)(C)C(C)(C)O3)=[CH:9][CH:8]=2)=[N:4][C:3]=1[CH2:22][CH2:23][OH:24].[CH2:25]([S:27]([C:30]1[CH:35]=[CH:34][C:33](I)=[CH:32][N:31]=1)(=[O:29])=[O:28])[CH3:26], predict the reaction product. The product is: [CH2:25]([S:27]([C:30]1[N:31]=[CH:32][C:33]([C:10]2[CH:9]=[CH:8][C:7]([C:5]3[O:6][C:2]([CH3:1])=[C:3]([CH2:22][CH2:23][OH:24])[N:4]=3)=[CH:12][CH:11]=2)=[CH:34][CH:35]=1)(=[O:28])=[O:29])[CH3:26]. (3) The product is: [C:1]1([C@@H:7]([CH2:14][C:15]2[CH:20]=[CH:19][C:18]([O:21][CH2:22][CH2:23][CH2:24][NH:25][C:27]3[N:32]=[CH:31][CH:30]=[CH:29][N:28]=3)=[CH:17][CH:16]=2)[CH2:8][C:9]([O:11][CH2:12][CH3:13])=[O:10])[CH:2]=[CH:3][CH:4]=[CH:5][CH:6]=1. Given the reactants [C:1]1([C@@H:7]([CH2:14][C:15]2[CH:20]=[CH:19][C:18]([O:21][CH2:22][CH2:23][CH2:24][NH2:25])=[CH:17][CH:16]=2)[CH2:8][C:9]([O:11][CH2:12][CH3:13])=[O:10])[CH:6]=[CH:5][CH:4]=[CH:3][CH:2]=1.Br[C:27]1[N:32]=[CH:31][CH:30]=[CH:29][N:28]=1.C([O-])(O)=O.[Na+], predict the reaction product. (4) Given the reactants [NH2:1][C:2]1[CH:10]=[CH:9][CH:8]=[C:7]([F:11])[C:3]=1[C:4]([OH:6])=O.[CH2:12]([Mg]Br)[CH3:13].C1N=CN([C:21](N2C=NC=C2)=[O:22])C=1.[CH2:28]1COC[CH2:29]1, predict the reaction product. The product is: [CH2:28]([C:4]1([CH2:12][CH3:13])[C:3]2[C:7]([F:11])=[CH:8][CH:9]=[CH:10][C:2]=2[NH:1][C:21](=[O:22])[O:6]1)[CH3:29]. (5) The product is: [Br:14][C:4]1[N:3]=[C:2]([F:1])[C:7]([OH:8])=[CH:6][CH:5]=1. Given the reactants [F:1][C:2]1[C:7]([OH:8])=[CH:6][CH:5]=[CH:4][N:3]=1.C([O-])(=O)C.[Na+].[Br:14]Br, predict the reaction product. (6) Given the reactants [NH:1]([C:8]1[N:9]([C:21]2[CH:26]=[CH:25][CH:24]=[CH:23][CH:22]=2)[C:10]2[C:15]([C:16](=[O:18])[CH:17]=1)=[C:14]([CH3:19])[CH:13]=[C:12](Cl)[N:11]=2)[C:2]1[CH:7]=[CH:6][CH:5]=[CH:4][CH:3]=1, predict the reaction product. The product is: [NH:1]([C:8]1[N:9]([C:21]2[CH:22]=[CH:23][CH:24]=[CH:25][CH:26]=2)[C:10]2[C:15]([C:16](=[O:18])[CH:17]=1)=[C:14]([CH3:19])[CH:13]=[CH:12][N:11]=2)[C:2]1[CH:3]=[CH:4][CH:5]=[CH:6][CH:7]=1. (7) Given the reactants I[CH2:2][CH:3]1[CH2:14][C:13]2[C:15]3[C:5](=[N:6][CH:7]=[N:8][C:9]=3[CH:10]=[C:11]([O:18][CH3:19])[C:12]=2[O:16][CH3:17])[N:4]1[C:20]1[CH:25]=[CH:24][CH:23]=[CH:22][CH:21]=1.C1CCN2C(=NCCC2)CC1, predict the reaction product. The product is: [CH3:17][O:16][C:12]1[C:11]([O:18][CH3:19])=[CH:10][C:9]2=[C:15]3[C:13]=1[CH:14]=[C:3]([CH3:2])[N:4]([C:20]1[CH:25]=[CH:24][CH:23]=[CH:22][CH:21]=1)[C:5]3=[N:6][CH:7]=[N:8]2.